From a dataset of NCI-60 drug combinations with 297,098 pairs across 59 cell lines. Regression. Given two drug SMILES strings and cell line genomic features, predict the synergy score measuring deviation from expected non-interaction effect. (1) Drug 1: CC1=C(C=C(C=C1)NC(=O)C2=CC=C(C=C2)CN3CCN(CC3)C)NC4=NC=CC(=N4)C5=CN=CC=C5. Drug 2: C1=CC=C(C=C1)NC(=O)CCCCCCC(=O)NO. Cell line: HCC-2998. Synergy scores: CSS=0.290, Synergy_ZIP=1.25, Synergy_Bliss=-4.63, Synergy_Loewe=-22.6, Synergy_HSA=-14.0. (2) Drug 1: C1CN1P(=S)(N2CC2)N3CC3. Drug 2: CC12CCC3C(C1CCC2OP(=O)(O)O)CCC4=C3C=CC(=C4)OC(=O)N(CCCl)CCCl.[Na+]. Cell line: NCIH23. Synergy scores: CSS=16.3, Synergy_ZIP=-1.78, Synergy_Bliss=-0.0327, Synergy_Loewe=-13.5, Synergy_HSA=-0.706. (3) Drug 1: C1=CC(=C2C(=C1NCCNCCO)C(=O)C3=C(C=CC(=C3C2=O)O)O)NCCNCCO. Drug 2: C1=CC(=CC=C1C#N)C(C2=CC=C(C=C2)C#N)N3C=NC=N3. Cell line: NCIH23. Synergy scores: CSS=58.1, Synergy_ZIP=0.201, Synergy_Bliss=0.899, Synergy_Loewe=-34.8, Synergy_HSA=1.81. (4) Drug 1: C1=CC(=CC=C1CCCC(=O)O)N(CCCl)CCCl. Drug 2: C1CN1P(=S)(N2CC2)N3CC3. Cell line: M14. Synergy scores: CSS=2.70, Synergy_ZIP=-9.20, Synergy_Bliss=-14.9, Synergy_Loewe=-16.9, Synergy_HSA=-14.8. (5) Drug 1: CCCCCOC(=O)NC1=NC(=O)N(C=C1F)C2C(C(C(O2)C)O)O. Drug 2: C(CCl)NC(=O)N(CCCl)N=O. Cell line: UACC-257. Synergy scores: CSS=1.72, Synergy_ZIP=-0.489, Synergy_Bliss=-1.75, Synergy_Loewe=-3.33, Synergy_HSA=-2.35. (6) Drug 1: C1=CC(=CC=C1CCCC(=O)O)N(CCCl)CCCl. Drug 2: CCC1(CC2CC(C3=C(CCN(C2)C1)C4=CC=CC=C4N3)(C5=C(C=C6C(=C5)C78CCN9C7C(C=CC9)(C(C(C8N6C)(C(=O)OC)O)OC(=O)C)CC)OC)C(=O)OC)O.OS(=O)(=O)O. Cell line: MALME-3M. Synergy scores: CSS=33.1, Synergy_ZIP=-9.67, Synergy_Bliss=-5.96, Synergy_Loewe=-16.9, Synergy_HSA=-4.43.